Dataset: Full USPTO retrosynthesis dataset with 1.9M reactions from patents (1976-2016). Task: Predict the reactants needed to synthesize the given product. (1) Given the product [F:31][C:32]1[CH:33]=[CH:34][C:35]([C:41]2[N:46]=[CH:45][CH:44]=[CH:43][N:42]=2)=[C:36]([CH:40]=1)[C:37]([NH:15][C@H:11]1[CH2:12][CH2:13][CH2:14][C@@H:10]1[NH:9][C:7]1[S:8][C:4]2[CH:3]=[C:2]([F:1])[CH:30]=[CH:29][C:5]=2[N:6]=1)=[O:39], predict the reactants needed to synthesize it. The reactants are: [F:1][C:2]1[CH:30]=[CH:29][C:5]2[N:6]=[C:7]([NH:9][C@H:10]3[CH2:14][CH2:13][CH2:12][C@@H:11]3[NH:15]C(=O)C3C=CC=CC=3N3C=CC=N3)[S:8][C:4]=2[CH:3]=1.[F:31][C:32]1[CH:33]=[CH:34][C:35]([C:41]2[N:46]=[CH:45][CH:44]=[CH:43][N:42]=2)=[C:36]([CH:40]=1)[C:37]([OH:39])=O.Cl.FC1C=CC2N=C(N[C@H]3CCC[C@@H]3N)SC=2C=1. (2) Given the product [C:24]1([C:25]([O:27][CH3:28])=[O:26])[CH:29]=[CH:1][N:3]2[C:4]=1[CH2:5][CH2:6][CH2:7][CH2:8]2, predict the reactants needed to synthesize it. The reactants are: [CH:1]([N:3]1[CH2:8][CH2:7][CH2:6][CH2:5][CH:4]1C(O)=O)=O.S(Cl)(C1C=CC(C)=CC=1)(=O)=O.Cl[C:24](=[CH2:29])[C:25]([O:27][CH3:28])=[O:26].C(N(CC)CC)C.